From a dataset of Full USPTO retrosynthesis dataset with 1.9M reactions from patents (1976-2016). Predict the reactants needed to synthesize the given product. (1) Given the product [CH3:2][N:3]1[C:4]2[CH:9]=[CH:8][CH:7]=[CH:6][C:5]=2[N:1]([CH3:19])[C:11]1=[O:14], predict the reactants needed to synthesize it. The reactants are: [NH:1]1[C:5]2[CH:6]=[CH:7][CH:8]=[CH:9][C:4]=2[NH:3][C:2]1=O.[C:11](=[O:14])([O-])[O-].[K+].[K+].IC.[CH:19](Cl)(Cl)Cl. (2) Given the product [Cl:29][C:30]1[CH:35]=[CH:34][C:33]([S:36]([NH:3][CH:4]([C:16]2[CH:21]=[CH:20][CH:19]=[CH:18][CH:17]=2)[C:5]([O:7][C@@H:8]2[CH:13]3[CH2:12][CH2:11][N:10]([CH2:15][CH2:14]3)[CH2:9]2)=[O:6])(=[O:38])=[O:37])=[CH:32][CH:31]=1, predict the reactants needed to synthesize it. The reactants are: Cl.Cl.[NH2:3][CH:4]([C:16]1[CH:21]=[CH:20][CH:19]=[CH:18][CH:17]=1)[C:5]([O:7][C@@H:8]1[CH:13]2[CH2:14][CH2:15][N:10]([CH2:11][CH2:12]2)[CH2:9]1)=[O:6].C(N(CC)CC)C.[Cl:29][C:30]1[CH:35]=[CH:34][C:33]([S:36](Cl)(=[O:38])=[O:37])=[CH:32][CH:31]=1. (3) Given the product [CH:7]1([C:11]2[C:20]([CH:21]3[CH2:22][CH2:23]3)=[CH:19][C:14]([CH:15]=[O:16])=[C:13]([O:24][CH3:25])[CH:12]=2)[CH2:10][CH2:9][CH2:8]1, predict the reactants needed to synthesize it. The reactants are: [H-].[Al+3].[Li+].[H-].[H-].[H-].[CH:7]1([C:11]2[C:20]([CH:21]3[CH2:23][CH2:22]3)=[CH:19][C:14]([C:15](OC)=[O:16])=[C:13]([O:24][CH3:25])[CH:12]=2)[CH2:10][CH2:9][CH2:8]1.S([O-])([O-])(=O)=O.[Na+].[Na+]. (4) Given the product [CH3:35][O:36][C:28]1[CH2:33][CH2:32][CH2:31][CH2:30][C:29]=1[C:2]1[CH:3]=[C:4]2[C:10]([C:11]3[CH:12]=[N:13][N:14]([CH3:16])[CH:15]=3)=[CH:9][N:8]([S:17]([C:20]3[CH:21]=[CH:22][CH:23]=[CH:24][CH:25]=3)(=[O:19])=[O:18])[C:5]2=[N:6][CH:7]=1, predict the reactants needed to synthesize it. The reactants are: Br[C:2]1[CH:3]=[C:4]2[C:10]([C:11]3[CH:12]=[N:13][N:14]([CH3:16])[CH:15]=3)=[CH:9][N:8]([S:17]([C:20]3[CH:25]=[CH:24][CH:23]=[CH:22][CH:21]=3)(=[O:19])=[O:18])[C:5]2=[N:6][CH:7]=1.[Cl-].[Li+].[C:28]1(C)[CH:33]=[CH:32][CH:31]=[CH:30][CH:29]=1.[C:35]([O-])([O-])=[O:36].[Na+].[Na+]. (5) Given the product [ClH:1].[ClH:1].[ClH:1].[CH3:31][N:3]([CH3:2])[C:4]1[CH:27]=[C:26]([CH:28]([CH3:29])[CH3:30])[CH:25]=[CH:24][C:5]=1[C:6]([NH:8][C:9]1[CH:10]=[CH:11][C:12]([NH:15][CH2:16][CH2:17][C:18]2[CH:23]=[CH:22][CH:21]=[CH:20][N:19]=2)=[CH:13][CH:14]=1)=[O:7], predict the reactants needed to synthesize it. The reactants are: [ClH:1].[CH3:2][N:3]([CH3:31])[C:4]1[CH:27]=[C:26]([CH:28]([CH3:30])[CH3:29])[CH:25]=[CH:24][C:5]=1[C:6]([NH:8][C:9]1[CH:14]=[CH:13][C:12]([NH:15][CH2:16][CH2:17][C:18]2[CH:23]=[CH:22][CH:21]=[CH:20][N:19]=2)=[CH:11][CH:10]=1)=[O:7]. (6) Given the product [C:12]([O:15][CH2:16][C@H:17]1[CH2:22][C@@H:21]([O:23][C:24](=[O:26])[CH3:25])[CH2:20][CH2:19][C@:18]1([CH3:51])[C@H:27]1[CH2:28][CH2:29][C@@:30]2([CH3:31])[C@@H:34]([CH2:33][C@H:32]3[O:10][C@:8]32[C:3]2[CH:2]=[CH:1][CH:6]=[CH:5][CH:4]=2)[C@@H:35]1[CH2:36][NH:37][C:38](=[O:43])[C:39]([F:41])([F:40])[F:42])(=[O:14])[CH3:13], predict the reactants needed to synthesize it. The reactants are: [CH:1]1[CH:6]=[C:5](Cl)[CH:4]=[C:3]([C:8]([O:10]O)=O)[CH:2]=1.[C:12]([O:15][CH2:16][C@H:17]1[CH2:22][C@@H:21]([O:23][C:24](=[O:26])[CH3:25])[CH2:20][CH2:19][C@:18]1([CH3:51])[C@@H:27]1[C@@H:35]([CH2:36][NH:37][C:38](=[O:43])[C:39]([F:42])([F:41])[F:40])[C@H:34]2[C@@:30](C)([C:31](C3C=CC=CC=3)=[CH:32][CH2:33]2)[CH2:29][CH2:28]1)(=[O:14])[CH3:13]. (7) Given the product [NH2:20][C:4]1[N:3]=[C:2]([I:1])[N:19]=[C:18]2[C:5]=1[N:6]=[CH:7][N:8]2[C@H:9]1[C@H:10]2[C@H:12]([O:13][C:33]([CH3:35])([CH3:32])[O:11]2)[C@@H:14]([CH2:15][OH:16])[O:17]1, predict the reactants needed to synthesize it. The reactants are: [I:1][C:2]1[N:3]=[C:4]([NH2:20])[C:5]2[N:6]=[CH:7][N:8]([C:18]=2[N:19]=1)[C@@H:9]1[O:17][C@H:14]([CH2:15][OH:16])[C@@H:12]([OH:13])[C@H:10]1[OH:11].Cl(O)(=O)(=O)=O.C([O-])([O-])=O.[Na+].[Na+].[CH3:32][C:33]([CH3:35])=O.